Dataset: hERG Central: cardiac toxicity at 1µM, 10µM, and general inhibition. Task: Predict hERG channel inhibition at various concentrations. (1) The drug is Cc1ccc(C(=O)N/C(=C\c2ccco2)C(=O)NCc2cccnc2)cc1. Results: hERG_inhib (hERG inhibition (general)): blocker. (2) The molecule is Cc1ccc(OCc2nc(C#N)c(NCCCn3ccnc3)o2)cc1. Results: hERG_inhib (hERG inhibition (general)): blocker. (3) The molecule is CSCCC(=O)N(C)CC1CCN(CCc2cccc(C(F)(F)F)c2)CC1. Results: hERG_inhib (hERG inhibition (general)): blocker.